The task is: Predict which catalyst facilitates the given reaction.. This data is from Catalyst prediction with 721,799 reactions and 888 catalyst types from USPTO. (1) Reactant: [NH2:1][C:2]1[C:7]([C:8]#N)=[C:6]([CH:10]2[CH2:15][CH2:14][CH2:13][N:12]([C:16]([O:18][C:19]([CH3:22])([CH3:21])[CH3:20])=[O:17])[CH2:11]2)[CH:5]=[C:4]([C:23]2[C:28]([O:29][CH2:30][C:31]3[CH:36]=[CH:35][C:34]([O:37][CH3:38])=[CH:33][CH:32]=3)=[CH:27][CH:26]=[CH:25][C:24]=2[O:39][CH2:40][CH:41]2[CH2:43][CH2:42]2)N=1.S([O-])([O-])(=O)=O.[NH4+:49].[NH4+:50].[NH3:51].[CH:52](OCC)(OCC)OCC. Product: [NH2:49]/[CH:52]=[N:50]/[C:8]1[C:7]([C:2]#[N:1])=[C:6]([CH:10]2[CH2:15][CH2:14][CH2:13][N:12]([C:16]([O:18][C:19]([CH3:22])([CH3:21])[CH3:20])=[O:17])[CH2:11]2)[CH:5]=[C:4]([C:23]2[C:28]([O:29][CH2:30][C:31]3[CH:36]=[CH:35][C:34]([O:37][CH3:38])=[CH:33][CH:32]=3)=[CH:27][CH:26]=[CH:25][C:24]=2[O:39][CH2:40][CH:41]2[CH2:43][CH2:42]2)[N:51]=1. The catalyst class is: 14. (2) Reactant: Br[C:2]1[CH:7]=[CH:6][N:5]2[C:8]([C:11]([O:13][CH3:14])=[O:12])=[CH:9][N:10]=[C:4]2[CH:3]=1.[CH3:15][N:16]1[C:20](B2OC(C)(C)C(C)(C)O2)=[CH:19][CH:18]=[N:17]1.COCCOC.C(N(CC)CC)C. Product: [CH3:15][N:16]1[C:20]([C:2]2[CH:7]=[CH:6][N:5]3[C:8]([C:11]([O:13][CH3:14])=[O:12])=[CH:9][N:10]=[C:4]3[CH:3]=2)=[CH:19][CH:18]=[N:17]1. The catalyst class is: 100. (3) Reactant: [N:1]1[CH:2]=[CH:3][N:4]2[CH:9]=[C:8]([C:10]#[N:11])[CH:7]=[CH:6][C:5]=12.[C:12]([O-])(=[O:14])C.[Na+].C=O.C([O-])([O-])=O.[Na+].[Na+]. Product: [OH:14][CH2:12][C:3]1[N:4]2[CH:9]=[C:8]([C:10]#[N:11])[CH:7]=[CH:6][C:5]2=[N:1][CH:2]=1. The catalyst class is: 15. (4) Reactant: CC1C=CC(S(O[CH2:12][C@H:13]([OH:22])[C:14]2[CH:15]=[N:16][C:17]([O:20][CH3:21])=[CH:18][CH:19]=2)(=O)=O)=CC=1.C(=O)([O-])[O-].[K+].[K+]. Product: [CH3:21][O:20][C:17]1[CH:18]=[CH:19][C:14]([C@@H:13]2[CH2:12][O:22]2)=[CH:15][N:16]=1. The catalyst class is: 5. (5) Reactant: [CH3:1][NH:2][NH2:3].[F:4][C:5]1[CH:10]=[CH:9][C:8]([CH2:11][CH2:12][C:13](=O)[CH:14]([CH3:25])[C:15]([C:17]2[CH:18]=[C:19]([CH:22]=[CH:23][CH:24]=2)[C:20]#[N:21])=O)=[CH:7][CH:6]=1. Product: [F:4][C:5]1[CH:10]=[CH:9][C:8]([CH2:11][CH2:12][C:13]2[N:2]([CH3:1])[N:3]=[C:15]([C:17]3[CH:18]=[C:19]([CH:22]=[CH:23][CH:24]=3)[C:20]#[N:21])[C:14]=2[CH3:25])=[CH:7][CH:6]=1. The catalyst class is: 14. (6) Reactant: [Cl:1][C:2]1[CH:7]=[CH:6][CH:5]=[CH:4][C:3]=1[C:8]1[O:9][C:10]2[C:15]([C:16](=[O:18])[CH:17]=1)=[C:14]([OH:19])[CH:13]=[C:12]([OH:20])[C:11]=2[C@@H:21]1[CH2:25][CH2:24][N:23]([CH3:26])[C@H:22]1[CH2:27][OH:28].Cl. Product: [ClH:1].[Cl:1][C:2]1[CH:7]=[CH:6][CH:5]=[CH:4][C:3]=1[C:8]1[O:9][C:10]2[C:15]([C:16](=[O:18])[CH:17]=1)=[C:14]([OH:19])[CH:13]=[C:12]([OH:20])[C:11]=2[C@@H:21]1[CH2:25][CH2:24][N:23]([CH3:26])[C@H:22]1[CH2:27][OH:28]. The catalyst class is: 41.